From a dataset of Reaction yield outcomes from USPTO patents with 853,638 reactions. Predict the reaction yield, written as a fraction of the theoretical maximum amount of product (1.0 means a 100% yield; for example, 0.34 means a 34% yield). (1) The reactants are O[CH2:2][CH2:3][CH2:4][CH2:5][C:6]([O:8][CH2:9][C:10]1[CH:15]=[CH:14][CH:13]=[CH:12][CH:11]=1)=[O:7].C(N(CC)CC)C.[CH3:23][S:24](Cl)(=[O:26])=[O:25]. The catalyst is ClCCl. The product is [CH3:23][S:24]([CH2:2][CH2:3][CH2:4][CH2:5][C:6]([O:8][CH2:9][C:10]1[CH:15]=[CH:14][CH:13]=[CH:12][CH:11]=1)=[O:7])(=[O:26])=[O:25]. The yield is 0.500. (2) The reactants are [Br:1][C:2]1[S:6][C:5]([C:7](=[O:13])[CH2:8][C:9]([O:11][CH3:12])=[O:10])=[CH:4][CH:3]=1.[Cl:14][C:15]1[CH:22]=[CH:21][C:18]([CH:19]=O)=[CH:17][CH:16]=1.N1CCCCC1.C1C=CC=CC=1.C(O)(=O)C. No catalyst specified. The product is [Br:1][C:2]1[S:6][C:5]([C:7](/[C:8](=[CH:19]/[C:18]2[CH:21]=[CH:22][C:15]([Cl:14])=[CH:16][CH:17]=2)/[C:9]([O:11][CH3:12])=[O:10])=[O:13])=[CH:4][CH:3]=1. The yield is 0.920. (3) The reactants are [C@@H:1]1([N:8]2[CH:16]=[C:14]([CH3:15])[C:12](=[O:13])[NH:11][C:9]2=[O:10])[O:7][C@H:4]([CH2:5][OH:6])[CH2:3][CH2:2]1.N1C=CN=C1.[Si:22](Cl)([C:25]([CH3:28])([CH3:27])[CH3:26])([CH3:24])[CH3:23].CN(C=[O:34])C. No catalyst specified. The product is [Si:22]([O:34][O:6][CH2:5][C@H:4]1[O:7][C@@H:1]([N:8]2[CH:16]=[C:14]([CH3:15])[C:12](=[O:13])[NH:11][C:9]2=[O:10])[CH2:2][CH2:3]1)([C:25]([CH3:28])([CH3:27])[CH3:26])([CH3:24])[CH3:23]. The yield is 0.870. (4) The reactants are [Cl:1][C:2]1[C:3]([N:11]2[CH2:16][CH2:15][CH:14]([C:17]([O:19][CH3:20])=[O:18])[CH2:13][CH2:12]2)=[N:4][CH:5]=[C:6]([CH:10]=1)[C:7]([OH:9])=[O:8].C(NC(=NC(C)C)O[C:27]([CH3:30])([CH3:29])[CH3:28])(C)C. The catalyst is C1COCC1. The product is [Cl:1][C:2]1[C:3]([N:11]2[CH2:12][CH2:13][CH:14]([C:17]([O:19][CH3:20])=[O:18])[CH2:15][CH2:16]2)=[N:4][CH:5]=[C:6]([CH:10]=1)[C:7]([O:9][C:27]([CH3:30])([CH3:29])[CH3:28])=[O:8]. The yield is 0.0500. (5) The reactants are Br[C:2]1[CH:3]=[C:4]([C:10]2[CH:15]=[CH:14][C:13]([C:16]([F:19])([F:18])[F:17])=[CH:12][CH:11]=2)[CH:5]=[C:6]([F:9])[C:7]=1[NH2:8].[CH3:20][N:21](C)C=O. The yield is 0.980. The catalyst is [C-]#N.[Zn+2].[C-]#N.C1C=CC([P]([Pd]([P](C2C=CC=CC=2)(C2C=CC=CC=2)C2C=CC=CC=2)([P](C2C=CC=CC=2)(C2C=CC=CC=2)C2C=CC=CC=2)[P](C2C=CC=CC=2)(C2C=CC=CC=2)C2C=CC=CC=2)(C2C=CC=CC=2)C2C=CC=CC=2)=CC=1. The product is [NH2:8][C:7]1[C:6]([F:9])=[CH:5][C:4]([C:10]2[CH:15]=[CH:14][C:13]([C:16]([F:19])([F:18])[F:17])=[CH:12][CH:11]=2)=[CH:3][C:2]=1[C:20]#[N:21]. (6) The reactants are CON(C)[C:4]([CH:6]1[CH2:11][CH2:10][CH2:9][N:8]([CH2:12][C:13]2[CH:18]=[CH:17][C:16]([O:19][CH3:20])=[CH:15][CH:14]=2)[CH2:7]1)=[O:5].[Cl-].[CH2:23]1[CH2:27]OC[CH2:24]1. No catalyst specified. The product is [CH3:20][O:19][C:16]1[CH:15]=[CH:14][C:13]([CH2:12][N:8]2[CH2:9][CH2:10][CH2:11][CH:6]([C:4](=[O:5])[CH2:24][CH2:23][CH3:27])[CH2:7]2)=[CH:18][CH:17]=1. The yield is 0.940. (7) The reactants are [CH2:1]([CH:3]([CH2:10][CH2:11][CH2:12][CH3:13])[CH2:4][N:5]1[CH:9]=[N:8][N:7]=[N:6]1)[CH3:2].[I:14]I. The catalyst is OO.C(O)(C)(C)C. The product is [CH2:1]([CH:3]([CH2:10][CH2:11][CH2:12][CH3:13])[CH2:4][N:5]1[C:9]([I:14])=[N:8][N:7]=[N:6]1)[CH3:2]. The yield is 0.740. (8) The reactants are [CH3:1][C:2]1[CH:10]=[C:6]([C:7]([OH:9])=O)[C:5]([OH:11])=[CH:4][CH:3]=1.[CH3:12][C:13]([C:16]1[CH:17]=[C:18]([CH:20]=[C:21]([C:23]([CH3:26])([CH3:25])[CH3:24])[CH:22]=1)[NH2:19])([CH3:15])[CH3:14]. No catalyst specified. The product is [CH3:15][C:13]([C:16]1[CH:17]=[C:18]([NH:19][C:7](=[O:9])[C:6]2[CH:10]=[C:2]([CH3:1])[CH:3]=[CH:4][C:5]=2[OH:11])[CH:20]=[C:21]([C:23]([CH3:26])([CH3:25])[CH3:24])[CH:22]=1)([CH3:12])[CH3:14]. The yield is 0.163.